Dataset: Reaction yield outcomes from USPTO patents with 853,638 reactions. Task: Predict the reaction yield, written as a fraction of the theoretical maximum amount of product (1.0 means a 100% yield; for example, 0.34 means a 34% yield). (1) The reactants are [Br:1][C:2]1[CH:7]=[CH:6][N:5]=[C:4]([CH3:8])[C:3]=1[NH:9]C(=O)C.C([O-])(=O)C.[K+].C(OC(=O)C)(=O)C.[N:25](OCCC(C)C)=O. The catalyst is C1(C)C=CC=CC=1. The product is [Br:1][C:2]1[CH:7]=[CH:6][N:5]=[C:4]2[CH:8]=[N:25][NH:9][C:3]=12. The yield is 0.173. (2) The reactants are [CH3:1][O:2][C:3]1[CH:4]=[CH:5][C:6]2[N:11]=[CH:10][C:9](=[O:12])[N:8]([C:13]3[CH:14]=[C:15]4[O:22][CH2:21][CH:20]=[CH:19][C:16]4=[N:17][CH:18]=3)[C:7]=2[N:23]=1.Cl.[CH2:25]([O:32][NH2:33])[C:26]1[CH:31]=[CH:30][CH:29]=[CH:28][CH:27]=1. The catalyst is CO. The product is [CH3:1][O:2][C:3]1[CH:4]=[CH:5][C:6]2[N:11]=[CH:10][C:9](=[O:12])[N:8]([C:13]3[CH:14]=[C:15]4[O:22][CH2:21][CH:20]([NH:33][O:32][CH2:25][C:26]5[CH:31]=[CH:30][CH:29]=[CH:28][CH:27]=5)[CH2:19][C:16]4=[N:17][CH:18]=3)[C:7]=2[N:23]=1. The yield is 0.560.